Dataset: Catalyst prediction with 721,799 reactions and 888 catalyst types from USPTO. Task: Predict which catalyst facilitates the given reaction. (1) Reactant: [O:1]1[CH:5]=[CH:4][CH:3]=[C:2]1[C:6]([OH:8])=O.C1CCC(N=C=NC2CCCCC2)CC1.C1C=CC2N(O)N=NC=2C=1.[CH:34]12[CH2:41][N:40]([C:42]([O:44][C:45]([CH3:48])([CH3:47])[CH3:46])=[O:43])[CH2:39][CH:38]1[CH2:37][CH2:36][NH:35]2. Product: [O:1]1[CH:5]=[CH:4][CH:3]=[C:2]1[C:6]([N:35]1[CH2:36][CH2:37][CH:38]2[CH:34]1[CH2:41][N:40]([C:42]([O:44][C:45]([CH3:48])([CH3:47])[CH3:46])=[O:43])[CH2:39]2)=[O:8]. The catalyst class is: 1. (2) Reactant: [CH2:1]([O:3][CH2:4][C:5]1[N:10]=[CH:9][C:8]([C:11]2[CH:16]=[CH:15][C:14]([S:17]([NH:20][C:21]3[C:30]([F:31])=[CH:29][C:24]([C:25]([O:27]C)=[O:26])=[C:23]([F:32])[CH:22]=3)(=[O:19])=[O:18])=[CH:13][CH:12]=2)=[CH:7][N:6]=1)[CH3:2].[OH-].[Li+].Cl. Product: [CH2:1]([O:3][CH2:4][C:5]1[N:10]=[CH:9][C:8]([C:11]2[CH:16]=[CH:15][C:14]([S:17]([NH:20][C:21]3[C:30]([F:31])=[CH:29][C:24]([C:25]([OH:27])=[O:26])=[C:23]([F:32])[CH:22]=3)(=[O:19])=[O:18])=[CH:13][CH:12]=2)=[CH:7][N:6]=1)[CH3:2]. The catalyst class is: 5.